This data is from Reaction yield outcomes from USPTO patents with 853,638 reactions. The task is: Predict the reaction yield, written as a fraction of the theoretical maximum amount of product (1.0 means a 100% yield; for example, 0.34 means a 34% yield). (1) The catalyst is CCCCCC.C(OCC)(=O)C. The product is [CH:1]1[C:10]2[C:5](=[CH:6][CH:7]=[CH:8][CH:9]=2)[CH:4]=[CH:3][C:2]=1[C:11]([OH:12])([CH2:28][CH:24]=[CH2:25])[CH2:13][CH:14]=[CH2:15]. The reactants are [CH:1]1[C:10]2[C:5](=[CH:6][CH:7]=[CH:8][CH:9]=2)[CH:4]=[CH:3][C:2]=1[CH:11]=[O:12].[CH2:13]([Mg]Cl)[CH:14]=[CH2:15].Cl.C(OCC)C.[CH2:24]1[CH2:28]OC[CH2:25]1. The yield is 0.420. (2) The reactants are [C:1]([O:5][C:6]([N:8]([CH3:18])[CH2:9][C:10]([N:12]([CH2:14][C:15]([OH:17])=O)[CH3:13])=[O:11])=[O:7])([CH3:4])([CH3:3])[CH3:2].CN(C(F)=[N+](C)C)C.F[P-](F)(F)(F)(F)F.CCN(C(C)C)C(C)C.[N+:43]([C:46]1[CH:54]=[C:53]2[C:49]([CH:50]=[CH:51][NH:52]2)=[CH:48][CH:47]=1)([O-:45])=[O:44]. The catalyst is C1COCC1. The product is [C:1]([O:5][C:6](=[O:7])[N:8]([CH3:18])[CH2:9][C:10](=[O:11])[N:12]([CH3:13])[CH2:14][C:15]([N:52]1[C:53]2[C:49](=[CH:48][CH:47]=[C:46]([N+:43]([O-:45])=[O:44])[CH:54]=2)[CH:50]=[CH:51]1)=[O:17])([CH3:2])([CH3:3])[CH3:4]. The yield is 0.300. (3) The reactants are [NH2:1][CH:2]([C:9]1[CH:14]=[CH:13][CH:12]=[CH:11][CH:10]=1)[C:3]1[CH:8]=[CH:7][CH:6]=[CH:5][CH:4]=1.[CH2:15]([CH:17]1[O:19][CH2:18]1)[Cl:16]. The catalyst is CO. The product is [ClH:16].[C:9]1([CH:2]([C:3]2[CH:8]=[CH:7][CH:6]=[CH:5][CH:4]=2)[N:1]2[CH2:18][CH:17]([OH:19])[CH2:15]2)[CH:14]=[CH:13][CH:12]=[CH:11][CH:10]=1. The yield is 0.450.